This data is from Catalyst prediction with 721,799 reactions and 888 catalyst types from USPTO. The task is: Predict which catalyst facilitates the given reaction. Reactant: [F:1][C:2]1[CH:3]=[C:4]([C:8]2[C:13](=[O:14])[N:12]3[C:15]([CH3:19])=[CH:16][CH:17]=[CH:18][C:11]3=[N:10][C:9]=2[CH2:20]O)[CH:5]=[CH:6][CH:7]=1.C1(P(C2C=CC=CC=2)C2C=CC=CC=2)C=CC=CC=1.[C:41]1(=[O:51])[NH:45][C:44](=[O:46])[C:43]2=[CH:47][CH:48]=[CH:49][CH:50]=[C:42]12.N(C(OC(C)C)=O)=NC(OC(C)C)=O. Product: [F:1][C:2]1[CH:3]=[C:4]([C:8]2[C:13](=[O:14])[N:12]3[C:15]([CH3:19])=[CH:16][CH:17]=[CH:18][C:11]3=[N:10][C:9]=2[CH2:20][N:45]2[C:41](=[O:51])[C:42]3[C:43](=[CH:47][CH:48]=[CH:49][CH:50]=3)[C:44]2=[O:46])[CH:5]=[CH:6][CH:7]=1. The catalyst class is: 1.